The task is: Predict the reactants needed to synthesize the given product.. This data is from Full USPTO retrosynthesis dataset with 1.9M reactions from patents (1976-2016). Given the product [CH3:18][O:5][C:4](=[O:6])[C:3]1[CH:7]=[C:8]([Cl:12])[CH:9]=[C:10]([Cl:11])[C:2]=1[NH2:1], predict the reactants needed to synthesize it. The reactants are: [NH2:1][C:2]1[C:10]([Cl:11])=[CH:9][C:8]([Cl:12])=[CH:7][C:3]=1[C:4]([OH:6])=[O:5].S(=O)(=O)(O)O.[CH3:18]O.